Dataset: Forward reaction prediction with 1.9M reactions from USPTO patents (1976-2016). Task: Predict the product of the given reaction. Given the reactants [H-].[Na+].[C:3]([O:13][C:14]([CH3:17])([CH3:16])[CH3:15])(=[O:12])[CH2:4][C:5]([O:7][C:8]([CH3:11])([CH3:10])[CH3:9])=[O:6].[F:18][C:19]1[CH:26]=[C:25](F)[C:24]([F:28])=[CH:23][C:20]=1[C:21]#[N:22].CCOC(C)=O, predict the reaction product. The product is: [C:21]([C:20]1[C:19]([F:18])=[CH:26][C:25]([CH:4]([C:5]([O:7][C:8]([CH3:9])([CH3:10])[CH3:11])=[O:6])[C:3]([O:13][C:14]([CH3:17])([CH3:16])[CH3:15])=[O:12])=[C:24]([F:28])[CH:23]=1)#[N:22].